This data is from Full USPTO retrosynthesis dataset with 1.9M reactions from patents (1976-2016). The task is: Predict the reactants needed to synthesize the given product. Given the product [ClH:21].[ClH:21].[C:1]12([CH2:11][NH:12][C:13](=[O:14])[C:15]3[C:20]([Cl:21])=[CH:19][N:18]=[C:17]([CH2:22][CH2:23][CH2:24][NH:25][CH2:33][CH2:34][CH2:35][OH:36])[CH:16]=3)[CH2:8][CH:7]3[CH2:9][CH:3]([CH2:4][CH:5]([CH2:6]3)[CH2:10]1)[CH2:2]2, predict the reactants needed to synthesize it. The reactants are: [C:1]12([CH2:11][NH:12][C:13]([C:15]3[C:20]([Cl:21])=[CH:19][N:18]=[C:17]([CH2:22][CH2:23][CH2:24][N:25]([CH2:33][CH2:34][CH2:35][O:36][Si](C(C)(C)C)(C)C)C(=O)OC(C)(C)C)[CH:16]=3)=[O:14])[CH2:10][CH:5]3[CH2:6][CH:7]([CH2:9][CH:3]([CH2:4]3)[CH2:2]1)[CH2:8]2.